Task: Predict the reaction yield, written as a fraction of the theoretical maximum amount of product (1.0 means a 100% yield; for example, 0.34 means a 34% yield).. Dataset: Reaction yield outcomes from USPTO patents with 853,638 reactions (1) The reactants are [CH3:1][C:2]1[N:6]([CH2:7][C:8]2[CH:13]=[CH:12][CH:11]=[CH:10][CH:9]=2)[C:5]2[CH:14]=[C:15]([N:21]3[CH2:26][CH2:25][O:24][CH2:23][CH2:22]3)[CH:16]=[C:17]([N+:18]([O-])=O)[C:4]=2[N:3]=1. The catalyst is CCO.[Pd]. The product is [CH3:1][C:2]1[N:6]([CH2:7][C:8]2[CH:13]=[CH:12][CH:11]=[CH:10][CH:9]=2)[C:5]2[CH:14]=[C:15]([N:21]3[CH2:26][CH2:25][O:24][CH2:23][CH2:22]3)[CH:16]=[C:17]([NH2:18])[C:4]=2[N:3]=1. The yield is 0.660. (2) The reactants are [CH3:1][C:2]1[O:6][C:5]([C:7]2[CH:12]=[CH:11][CH:10]=[CH:9][CH:8]=2)=[N:4][C:3]=1[C:13]([O:15][CH2:16][CH3:17])=[O:14].C1C(=O)N([Br:25])C(=O)C1. The catalyst is C(Cl)(Cl)(Cl)Cl. The product is [Br:25][CH2:1][C:2]1[O:6][C:5]([C:7]2[CH:12]=[CH:11][CH:10]=[CH:9][CH:8]=2)=[N:4][C:3]=1[C:13]([O:15][CH2:16][CH3:17])=[O:14]. The yield is 0.350. (3) The reactants are [F:1][C:2]1[CH:3]=[C:4]2[C:8](=[CH:9][CH:10]=1)[C:7](=[O:11])[CH2:6][CH2:5]2.[N-:12]=[N+]=[N-].[Na+].[OH-].[Na+]. The catalyst is ClCCl.CS(O)(=O)=O. The product is [F:1][C:2]1[CH:3]=[C:4]2[C:8](=[CH:9][CH:10]=1)[C:7](=[O:11])[NH:12][CH2:6][CH2:5]2. The yield is 0.580. (4) The product is [CH2:10]([O:12][C:7]([C:3]1[N:4]=[CH:5][NH:6][C:2]=1[NH2:1])=[O:8])[CH3:11]. The yield is 0.450. The reactants are [NH2:1][C:2]1[NH:6][CH:5]=[N:4][C:3]=1[C:7](N)=[O:8].[CH2:10]([OH:12])[CH3:11]. The catalyst is CS(O)(=O)=O. (5) The reactants are [CH3:1][N:2]1[C:10](=[O:11])[C:9]2[N:8](CC=C)[C:7]([C:15]#[N:16])=[N:6][C:5]=2[N:4]([CH2:17][CH2:18][CH2:19][CH2:20][CH3:21])[C:3]1=[O:22].N1CCOCC1.CS(C)=O. The catalyst is C1COCC1.C1C=CC([P]([Pd]([P](C2C=CC=CC=2)(C2C=CC=CC=2)C2C=CC=CC=2)([P](C2C=CC=CC=2)(C2C=CC=CC=2)C2C=CC=CC=2)[P](C2C=CC=CC=2)(C2C=CC=CC=2)C2C=CC=CC=2)(C2C=CC=CC=2)C2C=CC=CC=2)=CC=1. The product is [CH3:1][N:2]1[C:10](=[O:11])[C:9]2[NH:8][C:7]([C:15]#[N:16])=[N:6][C:5]=2[N:4]([CH2:17][CH2:18][CH2:19][CH2:20][CH3:21])[C:3]1=[O:22]. The yield is 0.180. (6) The reactants are [Cl:1][C:2]1[N:7]=[C:6](Cl)[C:5]([NH:9][CH:10]2[CH2:15][CH2:14][O:13][CH2:12][CH2:11]2)=[CH:4][N:3]=1.Cl.[NH:17]1[CH2:22][CH2:21][O:20][CH2:19][CH:18]1[C:23](O)=[O:24].CCN(C(C)C)C(C)C. The catalyst is CS(C)=O.O.CCOCC.CCO. The product is [Cl:1][C:2]1[N:3]=[CH:4][C:5]2[N:9]([CH:10]3[CH2:15][CH2:14][O:13][CH2:12][CH2:11]3)[C:23](=[O:24])[CH:18]3[CH2:19][O:20][CH2:21][CH2:22][N:17]3[C:6]=2[N:7]=1. The yield is 0.204. (7) The reactants are [O:1]1[CH2:6][CH2:5][CH:4]([C:7]([C:9]2[S:13][C:12]([NH2:14])=[N:11][C:10]=2[C:15]2[O:16][CH:17]=[CH:18][CH:19]=2)=[O:8])[CH2:3][CH2:2]1.C(N(CC)CC)C.Br[CH2:28][C:29](Br)=[O:30].[NH:32]1[CH2:37][CH2:36][O:35][CH2:34][CH2:33]1. The catalyst is C1COCC1.C(OCC)(=O)C.O. The product is [O:16]1[CH:17]=[CH:18][CH:19]=[C:15]1[C:10]1[N:11]=[C:12]([NH:14][C:29](=[O:30])[CH2:28][N:32]2[CH2:37][CH2:36][O:35][CH2:34][CH2:33]2)[S:13][C:9]=1[C:7]([CH:4]1[CH2:5][CH2:6][O:1][CH2:2][CH2:3]1)=[O:8]. The yield is 0.400.